From a dataset of Peptide-MHC class I binding affinity with 185,985 pairs from IEDB/IMGT. Regression. Given a peptide amino acid sequence and an MHC pseudo amino acid sequence, predict their binding affinity value. This is MHC class I binding data. (1) The peptide sequence is GLISCVINFV. The MHC is HLA-A02:06 with pseudo-sequence HLA-A02:06. The binding affinity (normalized) is 0.477. (2) The peptide sequence is SLRLSCAA. The MHC is HLA-A02:06 with pseudo-sequence HLA-A02:06. The binding affinity (normalized) is 0. (3) The binding affinity (normalized) is 0.0567. The peptide sequence is HPEIVIYQY. The MHC is HLA-B57:01 with pseudo-sequence HLA-B57:01. (4) The peptide sequence is KVFSFWLLCK. The MHC is H-2-Kb with pseudo-sequence H-2-Kb. The binding affinity (normalized) is 0.301. (5) The peptide sequence is LMIFISSFLL. The MHC is HLA-B54:01 with pseudo-sequence HLA-B54:01. The binding affinity (normalized) is 0.253. (6) The peptide sequence is QSYEFLGLK. The MHC is HLA-A03:01 with pseudo-sequence HLA-A03:01. The binding affinity (normalized) is 0.556. (7) The peptide sequence is STLNFNNLH. The MHC is HLA-A68:01 with pseudo-sequence HLA-A68:01. The binding affinity (normalized) is 0.468. (8) The MHC is HLA-B15:17 with pseudo-sequence HLA-B15:17. The peptide sequence is RPRCAYLPF. The binding affinity (normalized) is 0.512.